Dataset: Forward reaction prediction with 1.9M reactions from USPTO patents (1976-2016). Task: Predict the product of the given reaction. (1) Given the reactants [C:1]([O:4][C@@H:5]1[C@@H:18]([O:19][C:20](=[O:22])[CH3:21])[C@H:17]([O:23][C:24](=[O:26])[CH3:25])[CH2:16][S:15][C@H:6]1[O:7][C:8]1[CH:9]=[N:10][CH:11]=[C:12](Br)[CH:13]=1)(=[O:3])[CH3:2].[CH3:27][O:28][C:29]1[CH:30]=[C:31](B(O)O)[CH:32]=[CH:33][C:34]=1[O:35][CH3:36], predict the reaction product. The product is: [C:1]([O:4][C@@H:5]1[C@@H:18]([O:19][C:20](=[O:22])[CH3:21])[C@H:17]([O:23][C:24](=[O:26])[CH3:25])[CH2:16][S:15][C@H:6]1[O:7][C:8]1[CH:9]=[N:10][CH:11]=[C:12]([C:32]2[CH:31]=[CH:30][C:29]([O:28][CH3:27])=[C:34]([O:35][CH3:36])[CH:33]=2)[CH:13]=1)(=[O:3])[CH3:2]. (2) Given the reactants [Cl:1][C:2]1[N:10]=[C:9]2[C:5]([N:6]=[CH:7][NH:8]2)=[C:4](Cl)[N:3]=1.[CH3:12][C@H:13]1[CH2:18][O:17][CH2:16][CH2:15][NH:14]1.C(N(CC)C(C)C)(C)C, predict the reaction product. The product is: [Cl:1][C:2]1[N:10]=[C:9]2[C:5]([N:6]=[CH:7][NH:8]2)=[C:4]([N:14]2[CH2:15][CH2:16][O:17][CH2:18][C@@H:13]2[CH3:12])[N:3]=1. (3) Given the reactants ClC(Cl)C(O)=O.CC1(C)N(C)[C:11](=O)[C@H:10]([CH2:15][C:16]2[CH:21]=CC=CC=2)N1.C1C=CC(S(N(S(C2C=CC=CC=2)(=O)=O)[F:33])(=O)=O)=CC=1.C(=O)CCCC.[NH:49]1[CH2:54][CH2:53][CH:52]([NH:55][C:56](=[O:65])[O:57][CH2:58][C:59]2[CH:64]=[CH:63][CH:62]=[CH:61][CH:60]=2)[CH2:51][CH2:50]1.C(O[BH-](OC(=O)C)OC(=O)C)(=O)C.[Na+].C(=O)(O)[O-].[Na+], predict the reaction product. The product is: [F:33][CH:10]([CH2:15][CH2:16][CH3:21])[CH2:11][N:49]1[CH2:50][CH2:51][CH:52]([NH:55][C:56](=[O:65])[O:57][CH2:58][C:59]2[CH:64]=[CH:63][CH:62]=[CH:61][CH:60]=2)[CH2:53][CH2:54]1. (4) Given the reactants [F:1][C:2]1[CH:7]=[CH:6][CH:5]=[CH:4][C:3]=1[N+:8]([O-:10])=[O:9].Cl[S:12]([OH:15])(=O)=[O:13].[NH4+:16].[OH-].Cl, predict the reaction product. The product is: [F:1][C:2]1[CH:7]=[CH:6][C:5]([S:12]([NH2:16])(=[O:15])=[O:13])=[CH:4][C:3]=1[N+:8]([O-:10])=[O:9]. (5) Given the reactants [C:1]1(/[CH:7]=[CH:8]/[CH:9]=[C:10]2[CH2:15][CH2:14][N:13](C(OC(C)(C)C)=O)[CH2:12][CH2:11]2)[CH:6]=[CH:5][CH:4]=[CH:3][CH:2]=1.FC(F)(F)C(O)=O.O.[OH-].[Na+], predict the reaction product. The product is: [C:1]1(/[CH:7]=[CH:8]/[CH:9]=[C:10]2[CH2:11][CH2:12][NH:13][CH2:14][CH2:15]2)[CH:6]=[CH:5][CH:4]=[CH:3][CH:2]=1. (6) The product is: [CH3:1][O:2][C:3]([C:5]1[CH:9]=[CH:8][O:7][C:6]=1[CH2:10][N:12]1[CH2:17][CH2:16][O:15][CH2:14][CH2:13]1)=[O:4]. Given the reactants [CH3:1][O:2][C:3]([C:5]1[CH:9]=[CH:8][O:7][C:6]=1[CH2:10]Cl)=[O:4].[NH:12]1[CH2:17][CH2:16][O:15][CH2:14][CH2:13]1, predict the reaction product. (7) Given the reactants Cl.[Cl:2][C:3]1[CH:4]=[C:5]2[C:9](=[CH:10][CH:11]=1)[NH:8][CH:7]=[C:6]2[CH2:12][CH2:13][NH2:14].[CH3:15][C:16]1[O:20][C:19]([C:21]2[CH:26]=[CH:25][CH:24]=[CH:23][CH:22]=2)=[N:18][C:17]=1[C:27](Cl)=[O:28].C(N(CC)CC)C.C(OCC)(=O)C, predict the reaction product. The product is: [Cl:2][C:3]1[CH:4]=[C:5]2[C:9](=[CH:10][CH:11]=1)[NH:8][CH:7]=[C:6]2[CH2:12][CH2:13][NH:14][C:27]([C:17]1[N:18]=[C:19]([C:21]2[CH:26]=[CH:25][CH:24]=[CH:23][CH:22]=2)[O:20][C:16]=1[CH3:15])=[O:28].